This data is from Peptide-MHC class I binding affinity with 185,985 pairs from IEDB/IMGT. The task is: Regression. Given a peptide amino acid sequence and an MHC pseudo amino acid sequence, predict their binding affinity value. This is MHC class I binding data. (1) The peptide sequence is DPTFQLLNMI. The MHC is HLA-B53:01 with pseudo-sequence HLA-B53:01. The binding affinity (normalized) is 0.128. (2) The MHC is HLA-A02:03 with pseudo-sequence HLA-A02:03. The binding affinity (normalized) is 0. The peptide sequence is HISCLTFGR.